This data is from Full USPTO retrosynthesis dataset with 1.9M reactions from patents (1976-2016). The task is: Predict the reactants needed to synthesize the given product. (1) Given the product [CH:1]([N:4]1[C:8]([CH2:9][CH2:10][C:11]2[C:15]3[CH:16]=[C:17]([CH3:21])[C:18]([O:20][C:39]([CH3:46])([CH3:45])[C:40]([O:42][CH2:43][CH3:44])=[O:41])=[CH:19][C:14]=3[O:13][N:12]=2)=[CH:7][C:6]([C:22]2[CH:23]=[CH:24][C:25]([C:28]([F:31])([F:30])[F:29])=[CH:26][CH:27]=2)=[N:5]1)([CH3:3])[CH3:2], predict the reactants needed to synthesize it. The reactants are: [CH:1]([N:4]1[C:8]([CH2:9][CH2:10][C:11]2[C:15]3[CH:16]=[C:17]([CH3:21])[C:18]([OH:20])=[CH:19][C:14]=3[O:13][N:12]=2)=[CH:7][C:6]([C:22]2[CH:27]=[CH:26][C:25]([C:28]([F:31])([F:30])[F:29])=[CH:24][CH:23]=2)=[N:5]1)([CH3:3])[CH3:2].C(=O)([O-])[O-].[K+].[K+].Br[C:39]([CH3:46])([CH3:45])[C:40]([O:42][CH2:43][CH3:44])=[O:41].[Cl-].[NH4+]. (2) Given the product [F:16][C:12]([F:17])([C:2]1[CH:9]=[CH:8][C:5]([C:6]#[N:7])=[CH:4][CH:3]=1)[C:11]([F:19])([F:18])[F:10], predict the reactants needed to synthesize it. The reactants are: Br[C:2]1[CH:9]=[CH:8][C:5]([C:6]#[N:7])=[CH:4][CH:3]=1.[F:10][C:11]([F:19])([F:18])[C:12]([F:17])([F:16])C([O-])=O.[Na+]. (3) Given the product [C:1]([O:5][C:6](=[O:7])[NH:8][C@:9]1([C:14]([NH:23][S:22]([O:21][C:18]2([CH3:17])[CH2:20][CH2:19]2)(=[O:25])=[O:24])=[O:16])[CH2:11][C@H:10]1[CH:12]=[CH2:13])([CH3:2])([CH3:3])[CH3:4], predict the reactants needed to synthesize it. The reactants are: [C:1]([O:5][C:6]([NH:8][C@:9]1([C:14]([OH:16])=O)[CH2:11][C@H:10]1[CH:12]=[CH2:13])=[O:7])([CH3:4])([CH3:3])[CH3:2].[CH3:17][C:18]1([O:21][S:22](=[O:25])(=[O:24])[NH2:23])[CH2:20][CH2:19]1.CN(C(ON1N=NC2C=CC=NC1=2)=[N+](C)C)C.F[P-](F)(F)(F)(F)F.CCN(C(C)C)C(C)C. (4) Given the product [CH2:1]([O:8][N:9]1[C:10](=[O:23])[C:11]2[C:12](=[CH:13][C:14]([Cl:18])=[C:15]([F:17])[CH:16]=2)[N:19]([CH:20]2[CH2:21][CH2:22]2)[C:24]1=[O:25])[C:2]1[CH:3]=[CH:4][CH:5]=[CH:6][CH:7]=1, predict the reactants needed to synthesize it. The reactants are: [CH2:1]([O:8][NH:9][C:10](=[O:23])[C:11]1[CH:16]=[C:15]([F:17])[C:14]([Cl:18])=[CH:13][C:12]=1[NH:19][CH:20]1[CH2:22][CH2:21]1)[C:2]1[CH:7]=[CH:6][CH:5]=[CH:4][CH:3]=1.[C:24](Cl)(Cl)=[O:25].